From a dataset of Forward reaction prediction with 1.9M reactions from USPTO patents (1976-2016). Predict the product of the given reaction. (1) Given the reactants [CH2:1]([NH:4][C:5](=[O:37])[NH:6][C:7]1[N:12]=[CH:11][C:10]([C:13]2[S:14][C:15]([C:23]([O:25]CC)=O)=[C:16]([C:18](OCC)=[O:19])[N:17]=2)=[C:9]([C:28]2[S:29][CH:30]=[C:31]([C:33]([F:36])([F:35])[F:34])[N:32]=2)[CH:8]=1)[CH2:2][CH3:3].[NH2:38][NH2:39].Cl, predict the reaction product. The product is: [OH:19][C:18]1[N:39]=[N:38][C:23]([OH:25])=[C:15]2[S:14][C:13]([C:10]3[C:9]([C:28]4[S:29][CH:30]=[C:31]([C:33]([F:36])([F:34])[F:35])[N:32]=4)=[CH:8][C:7]([NH:6][C:5]([NH:4][CH2:1][CH2:2][CH3:3])=[O:37])=[N:12][CH:11]=3)=[N:17][C:16]=12. (2) The product is: [C:23]([O:27][C:28]([N:30]1[CH2:35][CH2:34][N:33]([C:20]([C:15]2[NH:16][C:17]3[C:13]([CH:14]=2)=[CH:12][C:11]([O:10][CH:7]2[CH2:8][CH2:9][N:4]([CH:2]([CH3:1])[CH3:3])[CH2:5][CH2:6]2)=[CH:19][CH:18]=3)=[O:21])[CH2:32][CH2:31]1)=[O:29])([CH3:26])([CH3:24])[CH3:25]. Given the reactants [CH3:1][CH:2]([N:4]1[CH2:9][CH2:8][CH:7]([O:10][C:11]2[CH:12]=[C:13]3[C:17](=[CH:18][CH:19]=2)[NH:16][C:15]([C:20](O)=[O:21])=[CH:14]3)[CH2:6][CH2:5]1)[CH3:3].[C:23]([O:27][C:28]([N:30]1[CH2:35][CH2:34][NH:33][CH2:32][CH2:31]1)=[O:29])([CH3:26])([CH3:25])[CH3:24], predict the reaction product. (3) Given the reactants Cl[C:2]1[CH:3]=[C:4]([N:14](CC2C=CC(OC)=CC=2)[C:15]2[CH:20]=[CH:19][CH:18]=[CH:17][CH:16]=2)[C:5]2[N:6]([C:8]([C:11]([OH:13])=O)=[CH:9][N:10]=2)[N:7]=1.[F:30][C:31]1[CH:37]=[CH:36][C:34]([NH2:35])=[CH:33][CH:32]=1.CCN=C=NCCCN(C)C.C1C=CC2N(O)N=NC=2C=1.C(N(CC)CC)C.[NH2:66][C@H:67]1[CH2:72][CH2:71][C@H:70]([NH2:73])[CH2:69][CH2:68]1, predict the reaction product. The product is: [NH2:66][C@H:67]1[CH2:72][CH2:71][C@H:70]([NH:73][C:2]2[CH:3]=[C:4]([NH:14][C:15]3[CH:16]=[CH:17][CH:18]=[CH:19][CH:20]=3)[C:5]3[N:6]([C:8]([C:11]([NH:35][C:34]4[CH:36]=[CH:37][C:31]([F:30])=[CH:32][CH:33]=4)=[O:13])=[CH:9][N:10]=3)[N:7]=2)[CH2:69][CH2:68]1. (4) Given the reactants C([Mg]Cl)(C)C.[C:6]([O:10][C:11](=[O:27])[NH:12][C:13]1([C:19]2[CH:24]=[CH:23][C:22]([C:25]#N)=[CH:21][CH:20]=2)[CH2:16][C:15]([OH:18])([CH3:17])[CH2:14]1)([CH3:9])([CH3:8])[CH3:7].[CH2:28]([Mg]Cl)[C:29]1[CH:34]=[CH:33][CH:32]=[CH:31][CH:30]=1.C1C[O:40]CC1, predict the reaction product. The product is: [C:6]([O:10][C:11](=[O:27])[NH:12][C:13]1([C:19]2[CH:24]=[CH:23][C:22]([C:25](=[O:40])[CH2:28][C:29]3[CH:34]=[CH:33][CH:32]=[CH:31][CH:30]=3)=[CH:21][CH:20]=2)[CH2:16][C:15]([OH:18])([CH3:17])[CH2:14]1)([CH3:9])([CH3:8])[CH3:7]. (5) Given the reactants [CH3:1][O:2][C:3]1[CH:4]=[C:5]2[C:9](=[CH:10][CH:11]=1)[NH:8][N:7]=[C:6]2[C:12]([NH:14][CH2:15][CH:16]1[CH2:21][CH2:20][N:19]([CH2:22][C:23]2S[CH:25]=[C:26]([C:28]([O:30][CH3:31])=[O:29])[N:27]=2)[CH2:18][CH2:17]1)=[O:13].ClCC1[O:35]C=C(C(OC)=O)N=1, predict the reaction product. The product is: [CH3:1][O:2][C:3]1[CH:4]=[C:5]2[C:9](=[CH:10][CH:11]=1)[NH:8][N:7]=[C:6]2[C:12]([NH:14][CH2:15][CH:16]1[CH2:21][CH2:20][N:19]([CH2:22][C:23]2[O:35][CH:25]=[C:26]([C:28]([O:30][CH3:31])=[O:29])[N:27]=2)[CH2:18][CH2:17]1)=[O:13]. (6) Given the reactants OS(O)(=O)=O.[CH3:6][C:7]1[C:13]([OH:14])=[CH:12][CH:11]=[CH:10][C:8]=1[OH:9].C[O:16][C:17](=O)[CH2:18][C:19](=O)[C:20]1[CH:25]=[CH:24][C:23]([F:26])=[CH:22][CH:21]=1, predict the reaction product. The product is: [F:26][C:23]1[CH:22]=[CH:21][C:20]([C:19]2[C:10]3[C:8](=[C:7]([CH3:6])[C:13]([OH:14])=[CH:12][CH:11]=3)[O:9][C:17](=[O:16])[CH:18]=2)=[CH:25][CH:24]=1. (7) Given the reactants [F:1][C:2]1[CH:10]=[C:9]2[C:5]([C:6]([CH3:24])([CH3:23])[C:7](=[O:22])[N:8]2[C:11]([NH:13][CH2:14][C:15]2([OH:21])[CH2:20][CH2:19][NH:18][CH2:17][CH2:16]2)=[O:12])=[CH:4][CH:3]=1.[CH:25]([C:27]1([C:31]([O:33][CH3:34])=[O:32])[CH2:30][CH2:29][CH2:28]1)=O, predict the reaction product. The product is: [F:1][C:2]1[CH:10]=[C:9]2[C:5]([C:6]([CH3:24])([CH3:23])[C:7](=[O:22])[N:8]2[C:11]([NH:13][CH2:14][C:15]2([OH:21])[CH2:20][CH2:19][N:18]([CH2:25][C:27]3([C:31]([O:33][CH3:34])=[O:32])[CH2:30][CH2:29][CH2:28]3)[CH2:17][CH2:16]2)=[O:12])=[CH:4][CH:3]=1.